From a dataset of Full USPTO retrosynthesis dataset with 1.9M reactions from patents (1976-2016). Predict the reactants needed to synthesize the given product. (1) Given the product [F:28][C:26]1[CH:25]=[CH:24][C:23]([C:29]([F:32])([F:30])[F:31])=[C:22]([C:21]([N:18]2[CH2:19][CH2:20][NH:15][CH2:16][CH2:17]2)=[O:33])[CH:27]=1, predict the reactants needed to synthesize it. The reactants are: FC(F)(F)C(O)=O.C(OC([N:15]1[CH2:20][CH2:19][N:18]([C:21](=[O:33])[C:22]2[CH:27]=[C:26]([F:28])[CH:25]=[CH:24][C:23]=2[C:29]([F:32])([F:31])[F:30])[CH2:17][CH2:16]1)=O)(C)(C)C. (2) The reactants are: [CH3:1][C:2]1[CH:11]=[C:10]([CH3:12])[C:9]2[C:4](=[CH:5][CH:6]=[CH:7][CH:8]=2)[C:3]=1[N:13]1[C:17]([CH3:18])=[N:16][N:15]=[C:14]1[SH:19].[Br:20][C:21]1[CH:26]=[CH:25][CH:24]=[CH:23][C:22]=1[NH:27][C:28](=[O:31])[CH2:29]Cl.C(=O)([O-])[O-].[K+].[K+].O. Given the product [Br:20][C:21]1[CH:26]=[CH:25][CH:24]=[CH:23][C:22]=1[NH:27][C:28](=[O:31])[CH2:29][S:19][C:14]1[N:13]([C:3]2[C:4]3[C:9](=[CH:8][CH:7]=[CH:6][CH:5]=3)[C:10]([CH3:12])=[CH:11][C:2]=2[CH3:1])[C:17]([CH3:18])=[N:16][N:15]=1, predict the reactants needed to synthesize it. (3) Given the product [C:24]([O:27][CH2:28][C:29]1[C:30]([C:2]2[N:3]=[C:4]([NH:10][C:11]3[CH:16]=[CH:15][C:14]([CH:17]4[CH2:22][CH2:21][N:20]([CH3:23])[CH2:19][CH2:18]4)=[CH:13][CH:12]=3)[C:5](=[O:9])[N:6]([CH3:8])[CH:7]=2)=[CH:31][C:32]([F:50])=[CH:33][C:34]=1[N:35]1[CH2:46][CH2:45][N:44]2[C:37](=[CH:38][C:39]3[CH2:40][C:41]([CH3:48])([CH3:47])[CH2:42][C:43]=32)[C:36]1=[O:49])(=[O:26])[CH3:25], predict the reactants needed to synthesize it. The reactants are: Br[C:2]1[N:3]=[C:4]([NH:10][C:11]2[CH:16]=[CH:15][C:14]([CH:17]3[CH2:22][CH2:21][N:20]([CH3:23])[CH2:19][CH2:18]3)=[CH:13][CH:12]=2)[C:5](=[O:9])[N:6]([CH3:8])[CH:7]=1.[C:24]([O:27][CH2:28][C:29]1[C:34]([N:35]2[CH2:46][CH2:45][N:44]3[C:37](=[CH:38][C:39]4[CH2:40][C:41]([CH3:48])([CH3:47])[CH2:42][C:43]=43)[C:36]2=[O:49])=[CH:33][C:32]([F:50])=[CH:31][C:30]=1B1OC(C)(C)C(C)(C)O1)(=[O:26])[CH3:25]. (4) Given the product [CH2:1]([C:3]1[CH:8]=[C:7]([CH3:9])[CH:6]=[C:5]([CH2:10][CH3:11])[C:4]=1[C:12](=[O:22])[C:13]([N:15]([CH3:21])[NH2:16])=[O:14])[CH3:2], predict the reactants needed to synthesize it. The reactants are: [CH2:1]([C:3]1[CH:8]=[C:7]([CH3:9])[CH:6]=[C:5]([CH2:10][CH3:11])[C:4]=1[C:12](=[O:22])[C:13]([N:15]([CH3:21])[N:16]=CC(C)C)=[O:14])[CH3:2].NO. (5) Given the product [CH:1]([NH:14][C:15]([N:17]1[CH:21]=[CH:20][N:19]=[CH:18]1)=[O:16])([C:8]1[CH:9]=[CH:10][CH:11]=[CH:12][CH:13]=1)[C:2]1[CH:7]=[CH:6][CH:5]=[CH:4][CH:3]=1, predict the reactants needed to synthesize it. The reactants are: [CH:1]([NH2:14])([C:8]1[CH:13]=[CH:12][CH:11]=[CH:10][CH:9]=1)[C:2]1[CH:7]=[CH:6][CH:5]=[CH:4][CH:3]=1.[C:15](N1C=CN=C1)([N:17]1[CH:21]=[CH:20][N:19]=[CH:18]1)=[O:16].O. (6) The reactants are: [NH2:1][CH2:2][CH2:3][OH:4].C([O-])([O-])=O.[K+].[K+].Br[CH2:12][C:13]1[CH:14]=[CH:15][C:16]([C:20]([O:22][CH3:23])=[O:21])=[N:17][C:18]=1[Cl:19]. Given the product [Cl:19][C:18]1[N:17]=[C:16]([C:20]([O:22][CH3:23])=[O:21])[CH:15]=[CH:14][C:13]=1[CH2:12][NH:1][CH2:2][CH2:3][OH:4], predict the reactants needed to synthesize it.